This data is from Full USPTO retrosynthesis dataset with 1.9M reactions from patents (1976-2016). The task is: Predict the reactants needed to synthesize the given product. (1) Given the product [CH:2]([C:3]1[O:7][C:6]([C:8]([NH2:10])=[O:9])=[CH:5][CH:4]=1)=[O:1], predict the reactants needed to synthesize it. The reactants are: [OH:1][CH2:2][C:3]1[O:7][C:6]([C:8]([NH2:10])=[O:9])=[CH:5][CH:4]=1.C1COCC1. (2) Given the product [F:1][C:2]1[CH:3]=[C:4]([CH2:5][N:32]2[CH2:33][CH:30]([OH:29])[CH2:31]2)[CH:7]=[CH:8][C:9]=1[C:10]1[S:11][C:12]2[C:17]([N:18]=1)=[CH:16][CH:15]=[C:14]([C:19]1([C:22]3[CH:23]=[CH:24][CH:25]=[CH:26][CH:27]=3)[CH2:20][CH2:21]1)[N:13]=2, predict the reactants needed to synthesize it. The reactants are: [F:1][C:2]1[CH:3]=[C:4]([CH:7]=[CH:8][C:9]=1[C:10]1[S:11][C:12]2[C:17]([N:18]=1)=[CH:16][CH:15]=[C:14]([C:19]1([C:22]3[CH:27]=[CH:26][CH:25]=[CH:24][CH:23]=3)[CH2:21][CH2:20]1)[N:13]=2)[CH:5]=O.Cl.[OH:29][CH:30]1[CH2:33][NH:32][CH2:31]1. (3) Given the product [CH3:34][S:35]([C:38]1[CH:39]=[CH:40][C:41]([C@H:44]([C:9]2[CH:14]=[CH:13][CH:12]=[CH:11][CH:10]=2)[CH2:45][C:46]([N:48]2[C@H:52]([C:53]3[CH:58]=[CH:57][CH:56]=[CH:55][CH:54]=3)[C@H:51]([CH3:59])[N:50]([CH3:60])[C:49]2=[O:61])=[O:47])=[CH:42][CH:43]=1)(=[O:36])=[O:37], predict the reactants needed to synthesize it. The reactants are: CN(C)CCN(C)C.[C:9]1([Mg]Br)[CH:14]=[CH:13][CH:12]=[CH:11][CH:10]=1.[O-]S(C(F)(F)F)(=O)=O.C([B+]CCCC)CCC.[CH3:34][S:35]([C:38]1[CH:43]=[CH:42][C:41](/[CH:44]=[CH:45]/[C:46]([N:48]2[C@H:52]([C:53]3[CH:58]=[CH:57][CH:56]=[CH:55][CH:54]=3)[C@H:51]([CH3:59])[N:50]([CH3:60])[C:49]2=[O:61])=[O:47])=[CH:40][CH:39]=1)(=[O:37])=[O:36]. (4) Given the product [CH3:1][O:2][C:3]1[CH:4]=[C:5]([O:15][C:16]2[CH:21]=[CH:20][C:19]([S:22]([CH3:25])(=[O:24])=[O:23])=[CH:18][N:17]=2)[CH:6]=[C:7]2[C:11]=1[NH:10][C:9]([C:12]([NH2:29])=[O:14])=[CH:8]2, predict the reactants needed to synthesize it. The reactants are: [CH3:1][O:2][C:3]1[CH:4]=[C:5]([O:15][C:16]2[CH:21]=[CH:20][C:19]([S:22]([CH3:25])(=[O:24])=[O:23])=[CH:18][N:17]=2)[CH:6]=[C:7]2[C:11]=1[NH:10][C:9]([C:12]([OH:14])=O)=[CH:8]2.Cl.C([N:29]=C=NCCCN(C)C)C.ON1C2C=CC=CC=2N=N1.[OH-].[NH4+]. (5) Given the product [CH3:1][O:2][C:3]([C:5]([CH3:48])([CH3:47])[CH2:6][O:7][C:8]([N:10]1[C:19]2[C:14](=[N:15][C:16]([O:20][CH3:21])=[CH:17][CH:18]=2)[C@@H:13]([NH:22][C:23]2[N:28]=[C:27]([CH2:29][C:30]3[CH:35]=[C:34]([C:36]([F:39])([F:38])[F:37])[CH:33]=[C:32]([C:40]([F:43])([F:42])[F:41])[CH:31]=3)[C:26]([OH:54])=[CH:25][N:24]=2)[CH2:12][C@H:11]1[CH2:45][CH3:46])=[O:9])=[O:4], predict the reactants needed to synthesize it. The reactants are: [CH3:1][O:2][C:3]([C:5]([CH3:48])([CH3:47])[CH2:6][O:7][C:8]([N:10]1[C:19]2[C:14](=[N:15][C:16]([O:20][CH3:21])=[CH:17][CH:18]=2)[C@@H:13]([NH:22][C:23]2[N:28]=[C:27]([CH2:29][C:30]3[CH:35]=[C:34]([C:36]([F:39])([F:38])[F:37])[CH:33]=[C:32]([C:40]([F:43])([F:42])[F:41])[CH:31]=3)[C:26](Br)=[CH:25][N:24]=2)[CH2:12][C@H:11]1[CH2:45][CH3:46])=[O:9])=[O:4].ClCCl.C([O-])(=[O:54])C.[K+].B1(B2OC(C)(C)C(C)(C)O2)OC(C)(C)C(C)(C)O1. (6) Given the product [CH:23]1([NH:18][C:19]([C:2]2[N:7]=[CH:6][C:5]([C:8]([O:10][CH3:11])=[O:9])=[CH:4][CH:3]=2)=[O:15])[CH2:21][CH2:22]1, predict the reactants needed to synthesize it. The reactants are: N[C:2]1[N:7]=[CH:6][C:5]([C:8]([O:10][CH2:11]C)=[O:9])=[CH:4][CH:3]=1.CS(Cl)(=O)=[O:15].[N:18]1[CH:23]=[CH:22][CH:21]=C[CH:19]=1.